This data is from Forward reaction prediction with 1.9M reactions from USPTO patents (1976-2016). The task is: Predict the product of the given reaction. (1) Given the reactants Cl.C([O:4][C:5]([C:7]12[CH2:25][CH:24]1[CH:23]=[CH:22][CH2:21][CH2:20][CH2:19][CH2:18][CH2:17][CH:16]([NH2:26])[C:15](=[O:27])[N:14]1[CH:10]([CH2:11][CH:12]([O:28][C:29]([N:31]3[CH2:40][CH2:39][C:38]4[C:33](=[C:34](C(F)(F)F)[CH:35]=[CH:36][CH:37]=4)[CH2:32]3)=[O:30])[CH2:13]1)[C:9](=[O:45])[NH:8]2)=[O:6])C.C(N(C(C)C)CC)(C)C.[CH:55]1([N:60]=[C:61]=[O:62])[CH2:59][CH2:58][CH2:57][CH2:56]1, predict the reaction product. The product is: [CH:55]1([NH:60][C:61](=[O:62])[NH:26][C@@H:16]2[C:15](=[O:27])[N:14]3[C@@H:10]([CH2:11][C@@H:12]([O:28][C:29]([N:31]4[CH2:40][CH2:39][C:38]5[C:33](=[CH:34][CH:35]=[CH:36][CH:37]=5)[CH2:32]4)=[O:30])[CH2:13]3)[C:9](=[O:45])[NH:8][C@@:7]3([C:5]([OH:4])=[O:6])[C@@H:24]([CH2:25]3)[CH:23]=[CH:22][CH2:21][CH2:20][CH2:19][CH2:18][CH2:17]2)[CH2:59][CH2:58][CH2:57][CH2:56]1. (2) Given the reactants [CH2:1]([O:3][C:4](=[O:32])[C:5]([CH3:31])([CH3:30])[CH2:6][CH2:7][CH2:8][CH2:9][O:10][C:11]1[CH:16]=[C:15]([CH3:17])[C:14]([N:18]=NC2C=CC([N+]([O-])=O)=CC=2)=[C:13]([CH3:29])[CH:12]=1)[CH3:2].S(S([O-])=O)([O-])=O.[Na+].[Na+], predict the reaction product. The product is: [CH2:1]([O:3][C:4](=[O:32])[C:5]([CH3:31])([CH3:30])[CH2:6][CH2:7][CH2:8][CH2:9][O:10][C:11]1[CH:12]=[C:13]([CH3:29])[C:14]([NH2:18])=[C:15]([CH3:17])[CH:16]=1)[CH3:2]. (3) Given the reactants [Li:1]CCCC.[CH3:6][Si:7]([NH:10][Si:11]([CH3:14])([CH3:13])[CH3:12])([CH3:9])[CH3:8].C1(P(C2CCCCC2)C2C=CC=CC=2C2C=CC=CC=2N(C)C)CCCCC1.[C:43]([O:47][C:48](=[O:50])[CH3:49])([CH3:46])([CH3:45])[CH3:44].[Cl:51][C:52]1[CH:53]=[C:54]([C:59]([F:62])([F:61])[F:60])[CH:55]=[CH:56][C:57]=1I, predict the reaction product. The product is: [Li+:1].[CH3:6][Si:7]([N-:10][Si:11]([CH3:14])([CH3:13])[CH3:12])([CH3:9])[CH3:8].[C:43]([O:47][C:48](=[O:50])[CH2:49][C:57]1[CH:56]=[CH:55][C:54]([C:59]([F:62])([F:61])[F:60])=[CH:53][C:52]=1[Cl:51])([CH3:46])([CH3:45])[CH3:44]. (4) Given the reactants C(Cl)(=O)C(Cl)=O.[CH3:7][O:8][C:9]1[CH:10]=[C:11]([CH:17]=[CH:18][C:19]=1[O:20][CH3:21])[CH:12]=[CH:13][C:14]([OH:16])=O.[NH2:22][C:23]1[CH:35]=[C:34]([O:36][C:37]2[CH:42]=[CH:41][CH:40]=[CH:39][CH:38]=2)[CH:33]=[CH:32][C:24]=1[C:25]([O:27][C:28]([CH3:31])([CH3:30])[CH3:29])=[O:26].C(=O)([O-])O.[Na+], predict the reaction product. The product is: [CH3:7][O:8][C:9]1[CH:10]=[C:11](/[CH:12]=[CH:13]/[C:14]([NH:22][C:23]2[CH:35]=[C:34]([O:36][C:37]3[CH:42]=[CH:41][CH:40]=[CH:39][CH:38]=3)[CH:33]=[CH:32][C:24]=2[C:25]([O:27][C:28]([CH3:29])([CH3:30])[CH3:31])=[O:26])=[O:16])[CH:17]=[CH:18][C:19]=1[O:20][CH3:21]. (5) Given the reactants [Br:1][C:2]1[CH:3]=[C:4]([N:12]([CH2:20][CH:21]([F:23])[F:22])[C:13](=[O:19])[O:14][C:15]([CH3:18])([CH3:17])[CH3:16])[C:5]2[N:6]([C:8](I)=[CH:9][N:10]=2)[CH:7]=1.[CH:24]1([NH:27][C:28]([C:30]2[CH:35]=[CH:34][C:33](B(O)O)=[CH:32][C:31]=2[CH3:39])=[O:29])[CH2:26][CH2:25]1.C(=O)([O-])[O-].[K+].[K+], predict the reaction product. The product is: [Br:1][C:2]1[CH:3]=[C:4]([N:12]([CH2:20][CH:21]([F:23])[F:22])[C:13](=[O:19])[O:14][C:15]([CH3:18])([CH3:17])[CH3:16])[C:5]2[N:6]([C:8]([C:33]3[CH:34]=[CH:35][C:30]([C:28](=[O:29])[NH:27][CH:24]4[CH2:26][CH2:25]4)=[C:31]([CH3:39])[CH:32]=3)=[CH:9][N:10]=2)[CH:7]=1. (6) Given the reactants [CH3:1][C:2]1([CH2:9][CH2:10][CH3:11])[CH2:7][CH2:6][CH2:5][CH2:4][C:3]1=[O:8].[Br:12]C1CC(C(C)C)CCC1=O, predict the reaction product. The product is: [Br:12][CH:4]1[C:3](=[O:8])[C:2]([CH3:1])([CH2:9][CH2:10][CH3:11])[CH2:7][CH2:6][CH2:5]1.